From a dataset of Catalyst prediction with 721,799 reactions and 888 catalyst types from USPTO. Predict which catalyst facilitates the given reaction. (1) Reactant: C([O:3][C:4](=[O:39])[CH2:5][C:6]1[CH:11]=[CH:10][C:9]([O:12][CH3:13])=[C:8]([O:14][C:15]2[CH:20]=[CH:19][C:18]([C:21]([F:24])([F:23])[F:22])=[CH:17][C:16]=2[CH2:25][N:26]2[C@@H:30]([CH3:31])[C@@H:29]([C:32]3[CH:37]=[CH:36][CH:35]=[CH:34][CH:33]=3)[O:28][C:27]2=[O:38])[CH:7]=1)C.[OH-].[Li+].Cl. Product: [CH3:13][O:12][C:9]1[CH:10]=[CH:11][C:6]([CH2:5][C:4]([OH:39])=[O:3])=[CH:7][C:8]=1[O:14][C:15]1[CH:20]=[CH:19][C:18]([C:21]([F:23])([F:24])[F:22])=[CH:17][C:16]=1[CH2:25][N:26]1[C@@H:30]([CH3:31])[C@@H:29]([C:32]2[CH:33]=[CH:34][CH:35]=[CH:36][CH:37]=2)[O:28][C:27]1=[O:38]. The catalyst class is: 5. (2) Product: [C:17]([C:16]1[CH:15]=[C:14]([C:13]2[N:8]3[N:7]=[C:6]([C:3]4([CH2:2][O:1][C:32]([N:27]5[CH2:31][CH2:30][CH2:29][CH2:28]5)=[O:33])[CH2:5][CH2:4]4)[N:24]=[C:9]3[C:10]([O:22][CH3:23])=[CH:11][CH:12]=2)[CH:21]=[CH:20][CH:19]=1)#[N:18]. The catalyst class is: 18. Reactant: [OH:1][CH2:2][C:3]1([C:6]2[N:24]=[C:9]3[C:10]([O:22][CH3:23])=[CH:11][CH:12]=[C:13]([C:14]4[CH:15]=[C:16]([CH:19]=[CH:20][CH:21]=4)[C:17]#[N:18])[N:8]3[N:7]=2)[CH2:5][CH2:4]1.[H-].[Na+].[N:27]1([C:32](Cl)=[O:33])[CH2:31][CH2:30][CH2:29][CH2:28]1.C([O-])(O)=O.[Na+]. (3) Reactant: [Cl:1][C:2]1[CH:24]=[C:23]([Cl:25])[CH:22]=[CH:21][C:3]=1[CH2:4][N:5]1[C:14](=[O:15])[C:13]2[C:8](=[CH:9][C:10]([C:16]([O:18][CH3:19])=[O:17])=[CH:11][CH:12]=2)[NH:7][C:6]1=[O:20].CI.[C:28](=O)([O-])[O-].[K+].[K+]. Product: [Cl:1][C:2]1[CH:24]=[C:23]([Cl:25])[CH:22]=[CH:21][C:3]=1[CH2:4][N:5]1[C:14](=[O:15])[C:13]2[C:8](=[CH:9][C:10]([C:16]([O:18][CH3:19])=[O:17])=[CH:11][CH:12]=2)[N:7]([CH3:28])[C:6]1=[O:20]. The catalyst class is: 21. (4) Reactant: [F:1][C:2]1([F:37])[O:6][C:5]2[CH:7]=[CH:8][C:9]([C:11]3([C:14]([NH:16][C:17]4[N:22]=[C:21]([C:23]5[CH:24]=[C:25]([C:29]6([C:32]([O:34]C)=[O:33])[CH2:31][CH2:30]6)[CH:26]=[CH:27][CH:28]=5)[C:20]([CH3:36])=[CH:19][CH:18]=4)=[O:15])[CH2:13][CH2:12]3)=[CH:10][C:4]=2[O:3]1.O.Cl. Product: [F:37][C:2]1([F:1])[O:6][C:5]2[CH:7]=[CH:8][C:9]([C:11]3([C:14]([NH:16][C:17]4[N:22]=[C:21]([C:23]5[CH:24]=[C:25]([C:29]6([C:32]([OH:34])=[O:33])[CH2:31][CH2:30]6)[CH:26]=[CH:27][CH:28]=5)[C:20]([CH3:36])=[CH:19][CH:18]=4)=[O:15])[CH2:12][CH2:13]3)=[CH:10][C:4]=2[O:3]1. The catalyst class is: 21. (5) Reactant: [NH3:1].Cl[C:3]1[C:4]2[N:5]([C:9]([C@H:12]3[C@H:19]4[C@H:15]([O:16][C:17]([CH3:21])([CH3:20])[O:18]4)[C:14]([CH2:22][O:23][C:24]([C:37]4[CH:42]=[CH:41][CH:40]=[CH:39][CH:38]=4)([C:31]4[CH:36]=[CH:35][CH:34]=[CH:33][CH:32]=4)[C:25]4[CH:30]=[CH:29][CH:28]=[CH:27][CH:26]=4)=[CH:13]3)=[CH:10][N:11]=2)[CH:6]=[CH:7][N:8]=1. Product: [CH3:21][C:17]1([CH3:20])[O:16][C@@H:15]2[C:14]([CH2:22][O:23][C:24]([C:37]3[CH:38]=[CH:39][CH:40]=[CH:41][CH:42]=3)([C:31]3[CH:36]=[CH:35][CH:34]=[CH:33][CH:32]=3)[C:25]3[CH:26]=[CH:27][CH:28]=[CH:29][CH:30]=3)=[CH:13][C@@H:12]([C:9]3[N:5]4[CH:6]=[CH:7][N:8]=[C:3]([NH2:1])[C:4]4=[N:11][CH:10]=3)[C@@H:19]2[O:18]1. The catalyst class is: 32. (6) Reactant: C([O:14][C:15]([C:17]1([O:20]/[N:21]=[C:22](/[C:56]2[N:57]=[C:58]([NH:61]C(OC(C)(C)C)=O)[S:59][CH:60]=2)\[C:23]([NH:25][C@@H:26]2[C:29](=[O:30])[N:28]([S:31]([OH:34])(=[O:33])=[O:32])[C@@H:27]2[CH2:35][N:36]2[N:40]=[C:39]([CH2:41][N:42]3[CH2:47][CH2:46][CH:45]([NH:48]C(OC(C)(C)C)=O)[CH2:44][CH2:43]3)[CH:38]=[N:37]2)=[O:24])[CH2:19][CH2:18]1)=[O:16])(C1C=CC=CC=1)C1C=CC=CC=1.C1(OC)C=CC=CC=1.C(O)(C(F)(F)F)=O. Product: [NH2:48][CH:45]1[CH2:44][CH2:43][N:42]([CH2:41][C:39]2[CH:38]=[N:37][N:36]([CH2:35][C@@H:27]3[C@H:26]([NH:25][C:23](=[O:24])/[C:22](=[N:21]\[O:20][C:17]4([C:15]([OH:16])=[O:14])[CH2:18][CH2:19]4)/[C:56]4[N:57]=[C:58]([NH2:61])[S:59][CH:60]=4)[C:29](=[O:30])[N:28]3[S:31]([OH:34])(=[O:32])=[O:33])[N:40]=2)[CH2:47][CH2:46]1. The catalyst class is: 2.